This data is from Merck oncology drug combination screen with 23,052 pairs across 39 cell lines. The task is: Regression. Given two drug SMILES strings and cell line genomic features, predict the synergy score measuring deviation from expected non-interaction effect. (1) Drug 1: COc1cc(C2c3cc4c(cc3C(OC3OC5COC(C)OC5C(O)C3O)C3COC(=O)C23)OCO4)cc(OC)c1O. Drug 2: C#Cc1cccc(Nc2ncnc3cc(OCCOC)c(OCCOC)cc23)c1. Cell line: A427. Synergy scores: synergy=9.91. (2) Drug 1: O=P1(N(CCCl)CCCl)NCCCO1. Drug 2: C=CCn1c(=O)c2cnc(Nc3ccc(N4CCN(C)CC4)cc3)nc2n1-c1cccc(C(C)(C)O)n1. Cell line: UACC62. Synergy scores: synergy=7.10. (3) Drug 1: CC1CC2C3CCC4=CC(=O)C=CC4(C)C3(F)C(O)CC2(C)C1(O)C(=O)CO. Drug 2: NC1(c2ccc(-c3nc4ccn5c(=O)[nH]nc5c4cc3-c3ccccc3)cc2)CCC1. Cell line: RKO. Synergy scores: synergy=14.7. (4) Drug 1: N#Cc1ccc(Cn2cncc2CN2CCN(c3cccc(Cl)c3)C(=O)C2)cc1. Drug 2: COC1=C2CC(C)CC(OC)C(O)C(C)C=C(C)C(OC(N)=O)C(OC)C=CC=C(C)C(=O)NC(=CC1=O)C2=O. Cell line: OVCAR3. Synergy scores: synergy=-22.3. (5) Drug 1: CN(C)C(=N)N=C(N)N. Drug 2: N#Cc1ccc(Cn2cncc2CN2CCN(c3cccc(Cl)c3)C(=O)C2)cc1. Cell line: MSTO. Synergy scores: synergy=-9.65. (6) Drug 1: N#Cc1ccc(Cn2cncc2CN2CCN(c3cccc(Cl)c3)C(=O)C2)cc1. Drug 2: C#Cc1cccc(Nc2ncnc3cc(OCCOC)c(OCCOC)cc23)c1. Cell line: NCIH520. Synergy scores: synergy=14.1. (7) Drug 1: CN1C(=O)C=CC2(C)C3CCC4(C)C(NC(=O)OCC(F)(F)F)CCC4C3CCC12. Drug 2: NC1CCCCC1N.O=C(O)C(=O)O.[Pt+2]. Cell line: A427. Synergy scores: synergy=0.873.